This data is from Reaction yield outcomes from USPTO patents with 853,638 reactions. The task is: Predict the reaction yield, written as a fraction of the theoretical maximum amount of product (1.0 means a 100% yield; for example, 0.34 means a 34% yield). (1) The reactants are Br[CH2:2][CH2:3][CH2:4][CH2:5][CH2:6][CH2:7][CH2:8][CH2:9][CH2:10][CH2:11][CH2:12][CH3:13].[CH3:14][C@H:15]1[CH2:20][NH:19][C@H:18]([CH3:21])[CH2:17][NH:16]1.C(Cl)Cl.CO.[NH4+].[OH-]. The catalyst is C1COCC1. The product is [CH3:14][CH:15]1[CH2:20][NH:19][CH:18]([CH3:21])[CH2:17][N:16]1[CH2:2][CH2:3][CH2:4][CH2:5][CH2:6][CH2:7][CH2:8][CH2:9][CH2:10][CH2:11][CH2:12][CH3:13]. The yield is 0.760. (2) The reactants are C([O:8][C:9]1[C:10]([CH3:24])=[C:11]([CH3:23])[C:12]([NH:16][CH:17]2[CH2:22][CH2:21][CH2:20][CH2:19][CH2:18]2)=[N:13][C:14]=1[CH3:15])C1C=CC=CC=1. The catalyst is [Pd].CO. The product is [CH:17]1([NH:16][C:12]2[N:13]=[C:14]([CH3:15])[C:9]([OH:8])=[C:10]([CH3:24])[C:11]=2[CH3:23])[CH2:18][CH2:19][CH2:20][CH2:21][CH2:22]1. The yield is 0.980. (3) The reactants are C([O:3][C:4](=[O:34])[CH2:5][O:6][CH2:7][CH2:8][O:9][CH:10]([N:31]=[N+:32]=[N-:33])[CH2:11][O:12][C:13]1[CH:18]=[CH:17][CH:16]=[C:15]([C:19](=[O:30])[NH:20][CH2:21][CH2:22][C:23]([O:25][C:26]([CH3:29])([CH3:28])[CH3:27])=[O:24])[CH:14]=1)C.[OH-].[Na+]. The catalyst is C(O)C. The product is [N:31]([CH:10]([O:9][CH2:8][CH2:7][O:6][CH2:5][C:4]([OH:34])=[O:3])[CH2:11][O:12][C:13]1[CH:18]=[CH:17][CH:16]=[C:15]([C:19](=[O:30])[NH:20][CH2:21][CH2:22][C:23]([O:25][C:26]([CH3:29])([CH3:28])[CH3:27])=[O:24])[CH:14]=1)=[N+:32]=[N-:33]. The yield is 0.920. (4) The reactants are [C:1]12[CH2:13][CH2:12][CH2:11][CH2:10][C:9]=1[S:8][C:7]1[C:6](=[O:14])[NH:5][N:4]=[CH:3][C:2]2=1.[Br:15][C:16]1[CH:23]=[CH:22][CH:21]=[C:20](Br)[C:17]=1[CH:18]=[O:19].N(CC(O)=O)C.C([O-])([O-])=O.[K+].[K+]. The catalyst is O1CCOCC1. The product is [Br:15][C:16]1[CH:23]=[CH:22][CH:21]=[C:20]([N:5]2[C:6](=[O:14])[C:7]3[S:8][C:9]4[CH2:10][CH2:11][CH2:12][CH2:13][C:1]=4[C:2]=3[CH:3]=[N:4]2)[C:17]=1[CH:18]=[O:19]. The yield is 0.600. (5) The reactants are Cl.[F:2][CH2:3][CH2:4][N:5]([CH3:16])[C:6]1[N:15]=[C:9]2[CH:10]=[C:11]([NH2:14])[CH:12]=[CH:13][N:8]2[N:7]=1.[CH2:17]([O:19][C:20]([C:22]1[CH:26]=[N:25][N:24]([CH3:27])[C:23]=1[C:28](O)=[O:29])=[O:21])[CH3:18]. No catalyst specified. The product is [CH2:17]([O:19][C:20]([C:22]1[CH:26]=[N:25][N:24]([CH3:27])[C:23]=1[C:28](=[O:29])[NH:14][C:11]1[CH:12]=[CH:13][N:8]2[N:7]=[C:6]([N:5]([CH2:4][CH2:3][F:2])[CH3:16])[N:15]=[C:9]2[CH:10]=1)=[O:21])[CH3:18]. The yield is 0.762. (6) The reactants are CC([OH:5])(C)C.CC[C@H]1[C@H]2C[C@H]([C@H](OC3C4C(=CC=CC=4)C(O[C@H](C4C=CN=C5C=4C=C(OC)C=C5)[C@@H]4N5C[C@H](CC)[C@@H](CC5)C4)=NN=3)C3C=CN=C4C=3C=C(OC)C=C4)N(CC2)C1.CS(N)(=O)=O.[CH3:69][O:70][N:71]([CH3:77])[C:72](=[O:76])[C:73]([CH3:75])=[CH2:74].[OH2:78]. No catalyst specified. The product is [OH:78][C@:73]([CH3:75])([CH2:74][OH:5])[C:72]([N:71]([O:70][CH3:69])[CH3:77])=[O:76]. The yield is 1.20. (7) The reactants are [CH3:1][O:2][C:3](=[O:13])[C:4]1[CH:9]=[CH:8][C:7]([C:10](=[O:12])[CH3:11])=[CH:6][CH:5]=1.[BH4-].[Na+]. The catalyst is CO. The product is [CH3:1][O:2][C:3](=[O:13])[C:4]1[CH:9]=[CH:8][C:7]([CH:10]([OH:12])[CH3:11])=[CH:6][CH:5]=1. The yield is 0.990. (8) The reactants are Cl[C:2]1[CH:11]=[C:10]([Cl:12])[C:9]2[C:4](=[C:5]([CH3:15])[C:6]([O:13][CH3:14])=[CH:7][CH:8]=2)[N:3]=1.[CH2:16]([N:20]1[CH:24]=[C:23](B2OC(C)(C)C(C)(C)O2)[CH:22]=[N:21]1)[CH:17]([CH3:19])[CH3:18].ClC1C2C(=C(C)C(OC)=CC=2)N=C(C2C=NN(CC)C=2)C=1. No catalyst specified. The product is [Cl:12][C:10]1[C:9]2[C:4](=[C:5]([CH3:15])[C:6]([O:13][CH3:14])=[CH:7][CH:8]=2)[N:3]=[C:2]([C:23]2[CH:22]=[N:21][N:20]([CH2:16][CH:17]([CH3:19])[CH3:18])[CH:24]=2)[CH:11]=1. The yield is 0.560. (9) The reactants are C([O:5][C:6](=[O:24])[C@@H:7]1[CH2:11][CH2:10][CH2:9][N:8]1[C:12]([C:14]1[C:23]2[C:18](=[CH:19][CH:20]=[CH:21][CH:22]=2)[CH:17]=[CH:16][CH:15]=1)=[O:13])(C)(C)C.C(O)(C(F)(F)F)=O. The catalyst is ClCCl. The product is [C:14]1([C:12]([N:8]2[CH2:9][CH2:10][CH2:11][C@H:7]2[C:6]([OH:24])=[O:5])=[O:13])[C:23]2[C:18](=[CH:19][CH:20]=[CH:21][CH:22]=2)[CH:17]=[CH:16][CH:15]=1. The yield is 0.890.